This data is from Catalyst prediction with 721,799 reactions and 888 catalyst types from USPTO. The task is: Predict which catalyst facilitates the given reaction. Reactant: [NH:1]1[C@H:6]([C:7]([O:9]C)=O)[CH2:5][CH2:4][CH2:3][C@@H:2]1[C:11]([O:13][CH3:14])=[O:12].[C:15]([O-:18])([O-])=O.[Na+].[Na+].BrCC(Cl)=O.[C:26](#[N:28])C. Product: [O:9]=[C:7]1[NH:28][CH2:26][C:15](=[O:18])[N:1]2[C@@H:2]([C:11]([O:13][CH3:14])=[O:12])[CH2:3][CH2:4][CH2:5][C@@H:6]12. The catalyst class is: 1.